Task: Predict which catalyst facilitates the given reaction.. Dataset: Catalyst prediction with 721,799 reactions and 888 catalyst types from USPTO Reactant: [CH3:1][C:2]1[C:6]([C:7]2[CH:8]=[C:9](I)[C:10]3[N:14]=[C:13]([NH:15][S:16]([C:19]4[CH:24]=[CH:23][CH:22]=[CH:21][CH:20]=4)(=[O:18])=[O:17])[NH:12][C:11]=3[CH:25]=2)=[C:5]([CH3:27])[O:4][N:3]=1.[CH3:28][C:29]1[C:30](B(O)O)=[C:31]2[C:36](=[CH:37][CH:38]=1)[N:35]=[CH:34][CH:33]=[CH:32]2.N12CCCN=C1CCCCC2.[Cl-].[NH4+]. Product: [CH3:1][C:2]1[C:6]([C:7]2[CH:8]=[C:9]([C:30]3[C:29]([CH3:28])=[CH:38][CH:37]=[C:36]4[C:31]=3[CH:32]=[CH:33][CH:34]=[N:35]4)[C:10]3[N:14]=[C:13]([NH:15][S:16]([C:19]4[CH:24]=[CH:23][CH:22]=[CH:21][CH:20]=4)(=[O:18])=[O:17])[NH:12][C:11]=3[CH:25]=2)=[C:5]([CH3:27])[O:4][N:3]=1. The catalyst class is: 179.